Predict the reaction yield, written as a fraction of the theoretical maximum amount of product (1.0 means a 100% yield; for example, 0.34 means a 34% yield). From a dataset of Reaction yield outcomes from USPTO patents with 853,638 reactions. The reactants are CCN=C=NCCCN(C)C.CN(C=O)C.[C:17]1([N:23]2[C:31]3[C:26](=[CH:27][CH:28]=[CH:29][CH:30]=3)[CH:25]=[C:24]2[C:32](O)=[O:33])[CH:22]=[CH:21][CH:20]=[CH:19][CH:18]=1.[NH2:35][C@H:36]([C:40]([NH:42][CH:43]([CH:52]([OH:55])[CH2:53][F:54])[CH2:44][C:45]([O:47][C:48]([CH3:51])([CH3:50])[CH3:49])=[O:46])=[O:41])[CH:37]([CH3:39])[CH3:38]. The catalyst is CN(C1C=CN=CC=1)C.C(Cl)Cl. The product is [C:17]1([N:23]2[C:31]3[C:26](=[CH:27][CH:28]=[CH:29][CH:30]=3)[CH:25]=[C:24]2[C:32]([NH:35][C@H:36]([C:40]([NH:42][CH:43]([CH:52]([OH:55])[CH2:53][F:54])[CH2:44][C:45]([O:47][C:48]([CH3:49])([CH3:50])[CH3:51])=[O:46])=[O:41])[CH:37]([CH3:38])[CH3:39])=[O:33])[CH:22]=[CH:21][CH:20]=[CH:19][CH:18]=1. The yield is 0.780.